This data is from Forward reaction prediction with 1.9M reactions from USPTO patents (1976-2016). The task is: Predict the product of the given reaction. (1) Given the reactants C[O:2][C:3](=[O:16])[CH2:4][CH2:5][NH:6][C:7](=[O:15])[C:8]1[CH:13]=[CH:12][C:11]([OH:14])=[CH:10][CH:9]=1.[F:17][C:18]([F:40])([F:39])[C:19]1[CH:24]=[CH:23][C:22]([C:25]2[N:30]=[CH:29][C:28]([CH:31](O)[CH2:32][CH2:33][CH2:34][CH2:35][CH2:36][CH3:37])=[CH:27][N:26]=2)=[CH:21][CH:20]=1.C(P(CCCC)CCCC)CCC.N(C(N1CCCCC1)=O)=NC(N1CCCCC1)=O, predict the reaction product. The product is: [F:40][C:18]([F:17])([F:39])[C:19]1[CH:20]=[CH:21][C:22]([C:25]2[N:26]=[CH:27][C:28]([CH:31]([O:14][C:11]3[CH:12]=[CH:13][C:8]([C:7]([NH:6][CH2:5][CH2:4][C:3]([OH:2])=[O:16])=[O:15])=[CH:9][CH:10]=3)[CH2:32][CH2:33][CH2:34][CH2:35][CH2:36][CH3:37])=[CH:29][N:30]=2)=[CH:23][CH:24]=1. (2) Given the reactants Cl.[CH3:2][O:3][C:4](=[O:27])[C@H:5]([CH2:7][C:8]1[CH:13]=[CH:12][C:11]([C:14]2[C:15](=[O:26])[N:16]([CH3:25])[C:17]([CH3:24])=[CH:18][C:19]=2[C:20]([F:23])([F:22])[F:21])=[CH:10][CH:9]=1)[NH2:6].[Cl:28][C:29]1[CH:37]=[CH:36][CH:35]=[C:34]([Cl:38])[C:30]=1[C:31](Cl)=[O:32].CCN(C(C)C)C(C)C, predict the reaction product. The product is: [CH3:2][O:3][C:4](=[O:27])[C@H:5]([CH2:7][C:8]1[CH:9]=[CH:10][C:11]([C:14]2[C:15](=[O:26])[N:16]([CH3:25])[C:17]([CH3:24])=[CH:18][C:19]=2[C:20]([F:21])([F:22])[F:23])=[CH:12][CH:13]=1)[NH:6][C:31]([C:30]1[C:29]([Cl:28])=[CH:37][CH:36]=[CH:35][C:34]=1[Cl:38])=[O:32]. (3) Given the reactants [CH3:1][N:2]1[C:7](=[O:8])[C:6]([N:9]2[CH2:14][CH2:13][S:12](=[O:16])(=[O:15])[CH2:11][CH2:10]2)=[C:5]2[C:17](=[O:33])[N:18]([CH2:21][CH2:22][C:23]3[CH:32]=[CH:31][C:30]4[C:25](=[CH:26][CH:27]=[CH:28][CH:29]=4)[N:24]=3)[C:19](=S)[C:4]2=[CH:3]1.C1COCC1, predict the reaction product. The product is: [CH3:1][N:2]1[C:7](=[O:8])[C:6]([N:9]2[CH2:10][CH2:11][S:12](=[O:16])(=[O:15])[CH2:13][CH2:14]2)=[C:5]2[C:17](=[O:33])[N:18]([CH2:21][CH2:22][C:23]3[CH:32]=[CH:31][C:30]4[C:25](=[CH:26][CH:27]=[CH:28][CH:29]=4)[N:24]=3)[CH2:19][C:4]2=[CH:3]1.